From a dataset of Catalyst prediction with 721,799 reactions and 888 catalyst types from USPTO. Predict which catalyst facilitates the given reaction. (1) Reactant: [F:1][C:2]1[CH:3]=[C:4]([C:9]2[NH:13][N:12]=[C:11]([CH2:14][NH:15][CH:16]3[CH2:21][CH2:20][O:19][CH2:18][CH2:17]3)[C:10]=2[CH2:22][O:23][CH3:24])[CH:5]=[C:6]([F:8])[CH:7]=1.[C:25](O[C:25]([O:27][C:28]([CH3:31])([CH3:30])[CH3:29])=[O:26])([O:27][C:28]([CH3:31])([CH3:30])[CH3:29])=[O:26]. Product: [C:28]([O:27][C:25]([N:15]([CH2:14][C:11]1[C:10]([CH2:22][O:23][CH3:24])=[C:9]([C:4]2[CH:3]=[C:2]([F:1])[CH:7]=[C:6]([F:8])[CH:5]=2)[NH:13][N:12]=1)[CH:16]1[CH2:21][CH2:20][O:19][CH2:18][CH2:17]1)=[O:26])([CH3:31])([CH3:30])[CH3:29]. The catalyst class is: 22. (2) Reactant: C([O:3][C:4](=[O:32])[C:5]([S:8][C:9]1[CH:14]=[CH:13][C:12]([O:15][CH2:16][CH2:17][CH2:18][N:19]2[C:28](=[O:29])[C:27]3[C:22](=[CH:23][CH:24]=[CH:25][CH:26]=3)[N:21]=[C:20]2[CH2:30][CH3:31])=[CH:11][CH:10]=1)([CH3:7])[CH3:6])C.[OH-].[Li+]. Product: [CH2:30]([C:20]1[N:19]([CH2:18][CH2:17][CH2:16][O:15][C:12]2[CH:11]=[CH:10][C:9]([S:8][C:5]([CH3:7])([CH3:6])[C:4]([OH:32])=[O:3])=[CH:14][CH:13]=2)[C:28](=[O:29])[C:27]2[C:22](=[CH:23][CH:24]=[CH:25][CH:26]=2)[N:21]=1)[CH3:31]. The catalyst class is: 30. (3) Reactant: [I:1][C:2]1[CH:3]=[C:4]([CH:7]=[CH:8][CH:9]=1)[CH2:5]Br.[C:10]1([N:16]2[C:20]3([CH2:25][CH2:24][NH:23][CH2:22][CH2:21]3)[C:19](=[O:26])[NH:18][CH2:17]2)[CH:15]=[CH:14][CH:13]=[CH:12][CH:11]=1.C(N(C(C)C)CC)(C)C. Product: [I:1][C:2]1[CH:3]=[C:4]([CH:7]=[CH:8][CH:9]=1)[CH2:5][N:23]1[CH2:22][CH2:21][C:20]2([N:16]([C:10]3[CH:15]=[CH:14][CH:13]=[CH:12][CH:11]=3)[CH2:17][NH:18][C:19]2=[O:26])[CH2:25][CH2:24]1. The catalyst class is: 10. (4) Reactant: [OH:1][C@@:2]1([CH3:29])[C@@H:7]([CH3:8])[CH2:6][N:5]([C:9]2[C:14]([N+:15]([O-])=O)=[CH:13][N:12]=[C:11]3[O:18][CH2:19][CH2:20][C:10]=23)[CH2:4][C@H:3]1[NH:21][C:22](=[O:28])[O:23][C:24]([CH3:27])([CH3:26])[CH3:25]. Product: [NH2:15][C:14]1[C:9]([N:5]2[CH2:6][C@H:7]([CH3:8])[C@@:2]([OH:1])([CH3:29])[C@H:3]([NH:21][C:22](=[O:28])[O:23][C:24]([CH3:27])([CH3:26])[CH3:25])[CH2:4]2)=[C:10]2[CH2:20][CH2:19][O:18][C:11]2=[N:12][CH:13]=1. The catalyst class is: 19. (5) The catalyst class is: 1. Reactant: [NH3:1].CC(O)C.Cl[C:7]([C:34]1[CH:38]=[CH:37][O:36][CH:35]=1)([C:28]1[N:32]([CH3:33])[CH:31]=[N:30][CH:29]=1)[C:8]1[CH:9]=[C:10]2[C:15](=[CH:16][CH:17]=1)[N:14]1[N:18]=[N:19][N:20]=[C:13]1[CH:12]=[C:11]2[C:21]1[CH:26]=[CH:25][CH:24]=[C:23]([Cl:27])[CH:22]=1.O. Product: [Cl:27][C:23]1[CH:22]=[C:21]([C:11]2[C:10]3[C:15](=[CH:16][CH:17]=[C:8]([C:7]([C:34]4[CH:38]=[CH:37][O:36][CH:35]=4)([C:28]4[N:32]([CH3:33])[CH:31]=[N:30][CH:29]=4)[NH2:1])[CH:9]=3)[N:14]3[N:18]=[N:19][N:20]=[C:13]3[CH:12]=2)[CH:26]=[CH:25][CH:24]=1. (6) Reactant: [CH2:1]([Li])CCC.[CH3:6][O:7][C:8]1[CH:9]=[CH:10][C:11]2[CH:15]=[CH:14][S:13][C:12]=2[CH:16]=1.CI. Product: [CH3:6][O:7][C:8]1[CH:9]=[CH:10][C:11]2[CH:15]=[C:14]([CH3:1])[S:13][C:12]=2[CH:16]=1. The catalyst class is: 554. (7) Reactant: [C-:1]#[N:2].[Na+].[CH2:4]1[O:21][C:20]2[CH:19]=[CH:18][C:8]([O:9][CH:10](Cl)[C:11]3[CH:16]=[CH:15][CH:14]=[CH:13][CH:12]=3)=[CH:7][C:6]=2[O:5]1. Product: [CH2:4]1[O:21][C:20]2[CH:19]=[CH:18][C:8]([O:9][C:14]3[CH:15]=[CH:16][CH:11]=[C:10]([O:9][C:8]4[CH:18]=[CH:19][C:20]5[O:21][CH2:4][O:5][C:6]=5[CH:7]=4)[C:13]=3[CH2:12][C:1]#[N:2])=[CH:7][C:6]=2[O:5]1. The catalyst class is: 3. (8) Reactant: [ClH:1].Cl.[NH2:3]/[C:4](=[N:25]\[OH:26])/[C:5]1[CH:24]=[CH:23][C:8]2[CH:9]=[C:10]([C:12]([NH:14][C@@H:15]3[CH:20]4[CH2:21][CH2:22][N:17]([CH2:18][CH2:19]4)[CH2:16]3)=[O:13])[S:11][C:7]=2[CH:6]=1.[H-].[Na+].[C:29](OC)(=O)[CH3:30].O. Product: [ClH:1].[N:17]12[CH2:18][CH2:19][CH:20]([CH2:21][CH2:22]1)[C@@H:15]([NH:14][C:12]([C:10]1[S:11][C:7]3[CH:6]=[C:5]([C:4]4[N:3]=[C:29]([CH3:30])[O:26][N:25]=4)[CH:24]=[CH:23][C:8]=3[CH:9]=1)=[O:13])[CH2:16]2. The catalyst class is: 198. (9) Reactant: [CH2:1]([NH:3][CH3:4])[CH3:2].Cl[CH2:6][CH2:7][CH2:8][OH:9].[I-].[Na+].O1CCOCC1. The catalyst class is: 74. Product: [CH2:1]([N:3]([CH2:6][CH2:7][CH2:8][OH:9])[CH3:4])[CH3:2].[CH2:1]([N:3]([CH:7]([CH3:6])[CH2:8][OH:9])[CH3:4])[CH3:2].